Dataset: Catalyst prediction with 721,799 reactions and 888 catalyst types from USPTO. Task: Predict which catalyst facilitates the given reaction. (1) Reactant: [Cl:1][C:2]1[C:7]([C:8]2[CH:16]=[CH:15][C:11]3N=CS[C:10]=3[CH:9]=2)=[CH:6][CH:5]=[CH:4][N:3]=1.BrC1C=CC2[S:25][CH:24]=[N:23]C=2C=1.ClC1C(B2OC(C)(C)C(C)(C)O2)=CC=CN=1.C([O-])([O-])=O.[Na+].[Na+]. Product: [Cl:1][C:2]1[C:7]([C:8]2[CH:16]=[CH:15][C:11]3[S:25][CH:24]=[N:23][C:10]=3[CH:9]=2)=[CH:6][CH:5]=[CH:4][N:3]=1. The catalyst class is: 77. (2) Reactant: [Cl:1][C:2]1[CH:26]=[C:25]([O:27][CH3:28])[C:24]([OH:29])=[CH:23][C:3]=1[C:4]([N:6]([CH:20]([CH3:22])[CH3:21])[C@@H:7]1[CH2:12][CH2:11][CH2:10][N:9]([C:13]([O:15][C:16]([CH3:19])([CH3:18])[CH3:17])=[O:14])[CH2:8]1)=[O:5].[H-].[Na+].[CH3:32][O:33][C:34](=[O:39])[NH:35][CH2:36][CH2:37]Br.[Cl-].[NH4+]. Product: [Cl:1][C:2]1[CH:26]=[C:25]([O:27][CH3:28])[C:24]([O:29][CH2:37][CH2:36][NH:35][C:34]([O:33][CH3:32])=[O:39])=[CH:23][C:3]=1[C:4]([N:6]([CH:20]([CH3:22])[CH3:21])[C@@H:7]1[CH2:12][CH2:11][CH2:10][N:9]([C:13]([O:15][C:16]([CH3:18])([CH3:17])[CH3:19])=[O:14])[CH2:8]1)=[O:5]. The catalyst class is: 9. (3) Reactant: [OH-].[Na+:2].O.O.[Na+].[OH:6][C:7]1[CH:12]=[CH:11][C:10]([S:13]([O-:16])(=[O:15])=[O:14])=[CH:9][CH:8]=1.O.[CH2:18](Br)[C:19]1[CH:24]=[CH:23][CH:22]=[CH:21][CH:20]=1. The catalyst class is: 8. Product: [Na+:2].[CH2:18]([O:6][C:7]1[CH:12]=[CH:11][C:10]([S:13]([O-:16])(=[O:14])=[O:15])=[CH:9][CH:8]=1)[C:19]1[CH:24]=[CH:23][CH:22]=[CH:21][CH:20]=1. (4) The catalyst class is: 76. Product: [C:46]1([O:1][CH2:2][C@@H:3]2[CH2:7][C@H:6]([C:8]3[CH:9]=[CH:10][CH:11]=[CH:12][CH:13]=3)[CH2:5][N:4]2[C:14]([O:16][C:17]([CH3:20])([CH3:19])[CH3:18])=[O:15])[C:47]2[C:42](=[CH:41][CH:40]=[CH:39][CH:38]=2)[CH:43]=[CH:44][CH:45]=1. Reactant: [OH:1][CH2:2][C@@H:3]1[CH2:7][C@H:6]([C:8]2[CH:13]=[CH:12][CH:11]=[CH:10][CH:9]=2)[CH2:5][N:4]1[C:14]([O:16][C:17]([CH3:20])([CH3:19])[CH3:18])=[O:15].N1C=CC=CC=1.S(Cl)(C1C=CC(C)=CC=1)(=O)=O.[C:38]1([O-])[C:47]2[C:42](=[CH:43][CH:44]=[CH:45][CH:46]=2)[CH:41]=[CH:40][CH:39]=1.[Na+]. (5) Reactant: C(OC([N:8]1[CH2:12][CH2:11][C@H:10]([O:13][C:14]2[N:35]=[CH:34][C:17]3[O:18][CH2:19][CH2:20][N:21]([C:22]4[CH:23]=[N:24][C:25]([O:32][CH3:33])=[C:26]([C:28]([F:31])([F:30])[F:29])[CH:27]=4)[C:16]=3[CH:15]=2)[CH2:9]1)=O)(C)(C)C.C(O)(C(F)(F)F)=O. Product: [CH3:33][O:32][C:25]1[N:24]=[CH:23][C:22]([N:21]2[CH2:20][CH2:19][O:18][C:17]3[CH:34]=[N:35][C:14]([O:13][C@H:10]4[CH2:11][CH2:12][NH:8][CH2:9]4)=[CH:15][C:16]2=3)=[CH:27][C:26]=1[C:28]([F:31])([F:29])[F:30]. The catalyst class is: 2. (6) Reactant: C([O:3][C:4]([C:6]1[CH:7]=[N:8][N:9]([CH2:15][CH2:16][O:17][C:18]([CH3:21])([CH3:20])[CH3:19])[C:10]=1[C:11]([F:14])([F:13])[F:12])=[O:5])C.[OH-].[Li+]. Product: [C:18]([O:17][CH2:16][CH2:15][N:9]1[C:10]([C:11]([F:13])([F:14])[F:12])=[C:6]([C:4]([OH:5])=[O:3])[CH:7]=[N:8]1)([CH3:21])([CH3:19])[CH3:20]. The catalyst class is: 24. (7) Reactant: [CH:1]1([CH2:4][O:5][C:6]2[CH:14]=[CH:13][C:9]3[O:10][CH2:11][O:12][C:8]=3[C:7]=2[C:15]2[C:16]3[NH:23][CH:22]=[C:21]([C:24](O)=[O:25])[C:17]=3[N:18]=[CH:19][N:20]=2)[CH2:3][CH2:2]1.CCN(C(C)C)C(C)C.CN(C(ON1N=NC2C=CC=NC1=2)=[N+](C)C)C.F[P-](F)(F)(F)(F)F.Cl.[NH2:61][C@@H:62]([CH2:92][CH2:93][C:94]([N:96]1[CH2:101][CH2:100][CH2:99][CH2:98][CH2:97]1)=[O:95])[C:63]([N:65]1[CH2:70][CH2:69][CH:68]([N:71]2[N:80]=[C:79]([C:81]3[CH:86]=[CH:85][C:84]([O:87][CH3:88])=[C:83]([O:89][CH3:90])[CH:82]=3)[C@@H:78]3[C@@H:73]([CH2:74][CH2:75][CH2:76][CH2:77]3)[C:72]2=[O:91])[CH2:67][CH2:66]1)=[O:64].C(=O)(O)[O-].[Na+]. Product: [CH:1]1([CH2:4][O:5][C:6]2[CH:14]=[CH:13][C:9]3[O:10][CH2:11][O:12][C:8]=3[C:7]=2[C:15]2[C:16]3[NH:23][CH:22]=[C:21]([C:24]([NH:61][C@@H:62]([CH2:92][CH2:93][C:94](=[O:95])[N:96]4[CH2:97][CH2:98][CH2:99][CH2:100][CH2:101]4)[C:63]([N:65]4[CH2:66][CH2:67][CH:68]([N:71]5[N:80]=[C:79]([C:81]6[CH:86]=[CH:85][C:84]([O:87][CH3:88])=[C:83]([O:89][CH3:90])[CH:82]=6)[C@@H:78]6[C@@H:73]([CH2:74][CH2:75][CH2:76][CH2:77]6)[C:72]5=[O:91])[CH2:69][CH2:70]4)=[O:64])=[O:25])[C:17]=3[N:18]=[CH:19][N:20]=2)[CH2:2][CH2:3]1. The catalyst class is: 2.